This data is from Acute oral toxicity (LD50) regression data from Zhu et al.. The task is: Regression/Classification. Given a drug SMILES string, predict its toxicity properties. Task type varies by dataset: regression for continuous values (e.g., LD50, hERG inhibition percentage) or binary classification for toxic/non-toxic outcomes (e.g., AMES mutagenicity, cardiotoxicity, hepatotoxicity). Dataset: ld50_zhu. The drug is CC(=O)NNC(=O)c1ccccn1. The rat oral LD50 is 2.42, given as -log10 of the dose in mol/kg body weight (higher means more acutely toxic).